From a dataset of Forward reaction prediction with 1.9M reactions from USPTO patents (1976-2016). Predict the product of the given reaction. (1) Given the reactants [Cl:1][C:2]1[CH:3]=[C:4]([NH:8][C:9]2[N:14]=[C:13]([C:15]3[CH:20]=C[N:18]=[C:17](CO)[CH:16]=3)[CH:12]=[CH:11][N:10]=2)[CH:5]=[CH:6][CH:7]=1.[H-].[Na+].I[CH3:26].O.[C:28]([O:31][CH2:32][CH3:33])(=O)C, predict the reaction product. The product is: [Cl:1][C:2]1[CH:3]=[C:4]([N:8]([CH3:26])[C:9]2[N:14]=[C:13]([C:15]3[CH:16]=[CH:17][N:18]=[C:33]([CH2:32][O:31][CH3:28])[CH:20]=3)[CH:12]=[CH:11][N:10]=2)[CH:5]=[CH:6][CH:7]=1. (2) Given the reactants [CH3:1][S:2]([C:5]1[CH:10]=[CH:9][C:8]([C:11](=[O:13])[CH3:12])=[CH:7][CH:6]=1)(=[O:4])=[O:3].ClC1C=C(C2O[N:25]=[C:24]([C:27]([OH:29])=[O:28])C=2)C=CC=1F, predict the reaction product. The product is: [CH3:1][S:2]([C:5]1[CH:10]=[CH:9][C:8]([C:11]2[O:13][N:25]=[C:24]([C:27]([OH:29])=[O:28])[CH:12]=2)=[CH:7][CH:6]=1)(=[O:3])=[O:4]. (3) Given the reactants Cl[C:2]1[N:7]=[C:6]([O:8][C:9]2[CH:35]=[CH:34][CH:33]=[CH:32][C:10]=2[CH2:11][NH:12][C:13]([NH:15][C:16]2[N:20]([C:21]3[CH:26]=[CH:25][C:24]([CH3:27])=[CH:23][CH:22]=3)[N:19]=[C:18]([C:28]([CH3:31])([CH3:30])[CH3:29])[CH:17]=2)=[O:14])[CH:5]=[CH:4][N:3]=1.[C:36]([N:39]1[CH2:44][CH2:43][NH:42][CH2:41][CH2:40]1)(=[O:38])[CH3:37].C(=O)([O-])[O-].[Na+].[Na+], predict the reaction product. The product is: [C:36]([N:39]1[CH2:44][CH2:43][N:42]([C:2]2[N:7]=[C:6]([O:8][C:9]3[CH:35]=[CH:34][CH:33]=[CH:32][C:10]=3[CH2:11][NH:12][C:13]([NH:15][C:16]3[N:20]([C:21]4[CH:22]=[CH:23][C:24]([CH3:27])=[CH:25][CH:26]=4)[N:19]=[C:18]([C:28]([CH3:30])([CH3:29])[CH3:31])[CH:17]=3)=[O:14])[CH:5]=[CH:4][N:3]=2)[CH2:41][CH2:40]1)(=[O:38])[CH3:37]. (4) Given the reactants C1(P(C2C=CC=CC=2)C2C=CC=CC=2)C=CC=CC=1.[C:20]([Br:24])(Br)(Br)[Br:21].[CH3:25][O:26][C:27]1[CH:32]=[CH:31][C:30]([CH:33]=O)=[CH:29][CH:28]=1, predict the reaction product. The product is: [Br:21][C:20]([Br:24])=[CH:33][C:30]1[CH:31]=[CH:32][C:27]([O:26][CH3:25])=[CH:28][CH:29]=1. (5) Given the reactants [Br:1][C:2]1[CH:3]=[C:4]2[C:9](=[CH:10][CH:11]=1)[CH:8]=[C:7]([OH:12])[CH:6]=[CH:5]2.C(N(CC)CC)C.[S:20](O[S:20]([C:23]([F:26])([F:25])[F:24])(=[O:22])=[O:21])([C:23]([F:26])([F:25])[F:24])(=[O:22])=[O:21], predict the reaction product. The product is: [F:24][C:23]([F:26])([F:25])[S:20]([O:12][C:7]1[CH:6]=[CH:5][C:4]2[C:9](=[CH:10][CH:11]=[C:2]([Br:1])[CH:3]=2)[CH:8]=1)(=[O:22])=[O:21]. (6) Given the reactants [N:1]([CH2:4][C:5]1[S:6][C:7]([C:10]2[NH:14][N:13]=[CH:12][CH:11]=2)=[N:8][N:9]=1)=[N+]=[N-].[Sn](Cl)Cl, predict the reaction product. The product is: [NH:14]1[C:10]([C:7]2[S:6][C:5]([CH2:4][NH2:1])=[N:9][N:8]=2)=[CH:11][CH:12]=[N:13]1.